From a dataset of Full USPTO retrosynthesis dataset with 1.9M reactions from patents (1976-2016). Predict the reactants needed to synthesize the given product. (1) Given the product [F:1][C:2]1[CH:7]=[CH:6][C:5]([C:8]2[CH:13]=[CH:12][N:11]=[CH:10][C:9]=2[N:14]([CH3:35])[C:15](=[O:34])[C:16]2[CH:21]=[C:20]([C:22]([F:23])([F:24])[F:25])[CH:19]=[C:18]([S:26]([CH2:27][CH2:28][NH:29][S:30](=[O:32])(=[O:33])[NH2:31])(=[O:38])=[O:57])[CH:17]=2)=[C:4]([O:36][CH3:37])[CH:3]=1, predict the reactants needed to synthesize it. The reactants are: [F:1][C:2]1[CH:7]=[CH:6][C:5]([C:8]2[CH:13]=[CH:12][N:11]=[CH:10][C:9]=2[N:14]([CH3:35])[C:15](=[O:34])[C:16]2[CH:21]=[C:20]([C:22]([F:25])([F:24])[F:23])[CH:19]=[C:18]([S:26][CH2:27][CH2:28][NH:29][S:30](=[O:33])(=[O:32])[NH2:31])[CH:17]=2)=[C:4]([O:36][CH3:37])[CH:3]=1.[OH:38]OS([O-])=O.[K+].[O-]S([O-])(=S)=O.[Na+].[Na+].CCOC(C)=O.[OH2:57]. (2) Given the product [CH2:1]([O:8][C:9](=[O:33])[C@@H:10]([NH:20][C:21](=[O:32])[C@@H:22]([NH:24][C:25]([C:43]1[N:42]([CH3:41])[C:50]2[C:45](=[N:46][CH:47]=[CH:48][CH:49]=2)[CH:44]=1)=[O:26])[CH3:23])[CH2:11][C:12]1[CH:17]=[CH:16][C:15]([O:18][CH3:19])=[CH:14][CH:13]=1)[C:2]1[CH:3]=[CH:4][CH:5]=[CH:6][CH:7]=1, predict the reactants needed to synthesize it. The reactants are: [CH2:1]([O:8][C:9](=[O:33])[C@@H:10]([NH:20][C:21](=[O:32])[C@@H:22]([NH:24][C:25](OC(C)(C)C)=[O:26])[CH3:23])[CH2:11][C:12]1[CH:17]=[CH:16][C:15]([O:18][CH3:19])=[CH:14][CH:13]=1)[C:2]1[CH:7]=[CH:6][CH:5]=[CH:4][CH:3]=1.FC(F)(F)C(O)=O.[CH3:41][N:42]1[C:50]2[C:45](=[N:46][CH:47]=[CH:48][CH:49]=2)[CH:44]=[C:43]1C(O)=O.C(N(CC)C(C)C)(C)C.CN(C(ON1N=NC2C=CC=NC1=2)=[N+](C)C)C.F[P-](F)(F)(F)(F)F. (3) Given the product [C:22]([O:25][CH2:14][CH3:5])(=[O:24])[CH3:23].[CH3:22][OH:24].[OH-:19].[NH4+:6], predict the reactants needed to synthesize it. The reactants are: ClC1C2C=[C:5]3[CH2:14]NCC[N:6]3C=2C=CC=1.C([BH3-])#N.[Na+].[OH2:19].[OH-].[NH4+].[C:22]([OH:25])(=[O:24])[CH3:23]. (4) Given the product [CH2:1]([O:8][CH:9]1[CH2:10][CH:11]([NH:18][C:21](=[O:32])[O:47][C:43]([CH3:46])([CH3:45])[CH3:44])[CH2:12]1)[C:2]1[CH:3]=[CH:4][CH:5]=[CH:6][CH:7]=1, predict the reactants needed to synthesize it. The reactants are: [CH2:1]([O:8][CH:9]1[CH2:12][CH:11](C(O)=O)[CH2:10]1)[C:2]1[CH:7]=[CH:6][CH:5]=[CH:4][CH:3]=1.C([N:18]([CH2:21]C)CC)C.[N-]=[N+]=[N-].C1([O:32]P(=O)(O)OC2C=CC=CC=2)C=CC=CC=1.[C:43]([OH:47])([CH3:46])([CH3:45])[CH3:44]. (5) Given the product [N:23]1[CH:24]=[CH:25][CH:26]=[N:27][C:22]=1[N:2]1[CH2:3][C:4]2([CH2:7][N:6]([C:8]([O:10][C:11]([CH3:14])([CH3:13])[CH3:12])=[O:9])[CH2:5]2)[CH2:1]1, predict the reactants needed to synthesize it. The reactants are: [CH2:1]1[C:4]2([CH2:7][N:6]([C:8]([O:10][C:11]([CH3:14])([CH3:13])[CH3:12])=[O:9])[CH2:5]2)[CH2:3][NH:2]1.C(=O)([O-])[O-].[Cs+].[Cs+].Cl[C:22]1[N:27]=[CH:26][CH:25]=[CH:24][N:23]=1.CN(C=O)C. (6) Given the product [F:8][C:7]1[CH:6]=[CH:5][C:4]([C:9]2[N:13]3[CH:14]=[CH:15][C:16]([C:19]([OH:22])([CH3:21])[CH3:20])=[C:17]([F:18])[C:12]3=[N:11][CH:10]=2)=[CH:3][C:2]=1[C:29]1[CH:28]=[CH:27][CH:26]=[C:25]([C:23]#[N:24])[CH:30]=1, predict the reactants needed to synthesize it. The reactants are: Cl[C:2]1[CH:3]=[C:4]([C:9]2[N:13]3[CH:14]=[CH:15][C:16]([C:19]([OH:22])([CH3:21])[CH3:20])=[C:17]([F:18])[C:12]3=[N:11][CH:10]=2)[CH:5]=[CH:6][C:7]=1[F:8].[C:23]([C:25]1[CH:26]=[C:27](B(O)O)[CH:28]=[CH:29][CH:30]=1)#[N:24]. (7) Given the product [NH:44]1[CH:43]=[C:42]([C:2]2[N:7]=[CH:6][C:5]3[CH:8]=[N:9][N:10]([C:11]4[N:16]=[C:15]([N:17]5[CH2:23][C:22]([O:25][CH3:26])([CH3:24])[CH2:21][N:20]([C:27]([O:29][C:30]([CH3:33])([CH3:32])[CH3:31])=[O:28])[CH2:19][CH2:18]5)[CH:14]=[CH:13][CH:12]=4)[C:4]=3[CH:3]=2)[CH:46]=[N:45]1, predict the reactants needed to synthesize it. The reactants are: Cl[C:2]1[N:7]=[CH:6][C:5]2[CH:8]=[N:9][N:10]([C:11]3[N:16]=[C:15]([N:17]4[CH2:23][C:22]([O:25][CH3:26])([CH3:24])[CH2:21][N:20]([C:27]([O:29][C:30]([CH3:33])([CH3:32])[CH3:31])=[O:28])[CH2:19][CH2:18]4)[CH:14]=[CH:13][CH:12]=3)[C:4]=2[CH:3]=1.CC1(C)C(C)(C)OB([C:42]2[CH:43]=[N:44][NH:45][CH:46]=2)O1.C([O-])([O-])=O.[Na+].[Na+]. (8) Given the product [C:14]([NH:13][C:11]1[S:12][C:8]2[C:7]3[N:20]([C@@H:22]4[CH2:23][CH2:24][C@H:25]([C:28]([O:30][CH2:31][CH3:32])=[O:29])[CH2:26][CH2:27]4)[N:21]=[C:4]([CH:1]4[CH2:3][CH2:2]4)[C:6]=3[CH2:18][CH2:17][C:9]=2[N:10]=1)(=[O:16])[CH3:15], predict the reactants needed to synthesize it. The reactants are: [CH:1]1([C:4]([CH:6]2[CH2:18][CH2:17][C:9]3[N:10]=[C:11]([NH:13][C:14](=[O:16])[CH3:15])[S:12][C:8]=3[C:7]2=O)=O)[CH2:3][CH2:2]1.[NH:20]([C@@H:22]1[CH2:27][CH2:26][C@H:25]([C:28]([O:30][CH2:31][CH3:32])=[O:29])[CH2:24][CH2:23]1)[NH2:21]. (9) Given the product [OH:38][CH:36]1[CH2:37][N:34]([CH2:30][C:28]2[C:27]([CH3:32])=[N:26][N:25]([C:23]3[CH:22]=[CH:21][N:20]=[C:19]([NH:18][C:4]4[C:3]([O:2][CH3:1])=[CH:8][C:7]([C:9]5[CH:10]=[N:11][N:12]([CH3:14])[CH:13]=5)=[C:6]([NH:15][C:3](=[O:2])[CH:4]=[CH2:5])[CH:5]=4)[N:24]=3)[CH:29]=2)[CH2:35]1, predict the reactants needed to synthesize it. The reactants are: [CH3:1][O:2][C:3]1[CH:8]=[C:7]([C:9]2[CH:10]=[N:11][N:12]([CH3:14])[CH:13]=2)[C:6]([N+:15]([O-])=O)=[CH:5][C:4]=1[NH:18][C:19]1[N:24]=[C:23]([N:25]2[CH:29]=[C:28]([CH:30]=O)[C:27]([CH3:32])=[N:26]2)[CH:22]=[CH:21][N:20]=1.Cl.[NH:34]1[CH2:37][CH:36]([OH:38])[CH2:35]1. (10) Given the product [CH2:2]([NH:4][C:5]([NH:7][C:8]1[CH:13]=[CH:12][C:11]([C:14]2[N:15]=[C:16]([N:24]3[CH2:29][CH2:28][O:27][CH2:26][C@@H:25]3[CH3:30])[C:17]3[CH2:23][N:22]([C:48](=[O:49])[CH2:47][O:46][CH3:45])[CH2:21][CH2:20][C:18]=3[N:19]=2)=[CH:10][CH:9]=1)=[O:6])[CH3:3], predict the reactants needed to synthesize it. The reactants are: Cl.[CH2:2]([NH:4][C:5]([NH:7][C:8]1[CH:13]=[CH:12][C:11]([C:14]2[N:15]=[C:16]([N:24]3[CH2:29][CH2:28][O:27][CH2:26][C@@H:25]3[CH3:30])[C:17]3[CH2:23][NH:22][CH2:21][CH2:20][C:18]=3[N:19]=2)=[CH:10][CH:9]=1)=[O:6])[CH3:3].CN(C)C=O.C(N(CC)C(C)C)(C)C.[CH3:45][O:46][CH2:47][C:48](Cl)=[O:49].